From a dataset of Reaction yield outcomes from USPTO patents with 853,638 reactions. Predict the reaction yield, written as a fraction of the theoretical maximum amount of product (1.0 means a 100% yield; for example, 0.34 means a 34% yield). The reactants are C[Si]([N-][Si](C)(C)C)(C)C.[Li+].F[C:12]1[C:13]([C:18]2[NH:27][C:26](=[O:28])[C:25]3[C:20](=[CH:21][C:22]([O:31][CH3:32])=[CH:23][C:24]=3[O:29][CH3:30])[N:19]=2)=[N:14][CH:15]=[CH:16][CH:17]=1.[NH2:33][CH:34]1[CH2:39][CH2:38][N:37]([C:40]([N:42]([CH3:44])[CH3:43])=[O:41])[CH2:36][CH2:35]1. The catalyst is C1COCC1.[NH4+].[Cl-]. The product is [CH3:30][O:29][C:24]1[CH:23]=[C:22]([O:31][CH3:32])[CH:21]=[C:20]2[C:25]=1[C:26](=[O:28])[NH:27][C:18]([C:13]1[C:12]([NH:33][CH:34]3[CH2:35][CH2:36][N:37]([C:40]([N:42]([CH3:44])[CH3:43])=[O:41])[CH2:38][CH2:39]3)=[CH:17][CH:16]=[CH:15][N:14]=1)=[N:19]2. The yield is 0.340.